Dataset: Forward reaction prediction with 1.9M reactions from USPTO patents (1976-2016). Task: Predict the product of the given reaction. (1) Given the reactants [NH2:1][CH2:2][CH2:3][O:4][C:5]1[CH:14]=[C:13]2[C:8]([C:9](=[O:31])[NH:10][C:11]([C:15]3[CH:20]=[C:19]([CH3:21])[C:18]([O:22]CC4C=CC=CC=4)=[C:17]([CH3:30])[CH:16]=3)=[N:12]2)=[C:7]([O:32][CH3:33])[CH:6]=1, predict the reaction product. The product is: [NH2:1][CH2:2][CH2:3][O:4][C:5]1[CH:14]=[C:13]2[C:8]([C:9](=[O:31])[NH:10][C:11]([C:15]3[CH:20]=[C:19]([CH3:21])[C:18]([OH:22])=[C:17]([CH3:30])[CH:16]=3)=[N:12]2)=[C:7]([O:32][CH3:33])[CH:6]=1. (2) Given the reactants Br[CH2:2][C:3]1[C:8]([C:9]([O:11][C:12]([CH3:15])([CH3:14])[CH3:13])=[O:10])=[C:7]([O:16]C(OC(C)(C)C)=O)[C:6]([C:24]([F:27])([F:26])[F:25])=[CH:5][CH:4]=1.C[O:29][C:30](=[O:48])[CH2:31][C:32]1[CH:37]=[CH:36][C:35]([C:38]2[CH:43]=[CH:42][C:41]([OH:44])=[CH:40][CH:39]=2)=[C:34]([CH:45]([OH:47])[CH3:46])[CH:33]=1, predict the reaction product. The product is: [C:12]([O:11][C:9]([C:8]1[C:7]([OH:16])=[C:6]([C:24]([F:27])([F:26])[F:25])[CH:5]=[CH:4][C:3]=1[CH2:2][O:44][C:41]1[CH:40]=[CH:39][C:38]([C:35]2[CH:36]=[CH:37][C:32]([CH2:31][C:30]([OH:48])=[O:29])=[CH:33][C:34]=2[CH:45]([OH:47])[CH3:46])=[CH:43][CH:42]=1)=[O:10])([CH3:14])([CH3:15])[CH3:13]. (3) Given the reactants C[O:2][C:3](=[O:21])[C:4]1[CH:9]=[CH:8][C:7]([C:10]2[NH:11][C:12]3[C:17]([CH:18]=2)=[CH:16][CH:15]=[C:14](Cl)[C:13]=3[F:20])=[CH:6][CH:5]=1.[CH2:22]([C:26]1[CH:31]=[CH:30][C:29](B(O)O)=[CH:28][CH:27]=1)[CH2:23][CH2:24][CH3:25].C(=O)([O-])[O-].[Cs+].[Cs+].[Li+].[OH-], predict the reaction product. The product is: [CH2:22]([C:26]1[CH:31]=[CH:30][C:29]([C:14]2[C:13]([F:20])=[C:12]3[C:17]([CH:18]=[C:10]([C:7]4[CH:8]=[CH:9][C:4]([C:3]([OH:2])=[O:21])=[CH:5][CH:6]=4)[NH:11]3)=[CH:16][CH:15]=2)=[CH:28][CH:27]=1)[CH2:23][CH2:24][CH3:25]. (4) Given the reactants [CH:1]([C:3]1[C:11]2[C:10]([C:12]([O:14][CH3:15])=[O:13])=[CH:9][CH:8]=[CH:7][C:6]=2[NH:5][N:4]=1)=[O:2].[F:16][C:17]1[CH:22]=[CH:21][C:20](B(O)O)=[CH:19][CH:18]=1.C(N(CC)CC)C, predict the reaction product. The product is: [F:16][C:17]1[CH:22]=[CH:21][C:20]([N:5]2[C:6]3[CH:7]=[CH:8][CH:9]=[C:10]([C:12]([O:14][CH3:15])=[O:13])[C:11]=3[C:3]([CH:1]=[O:2])=[N:4]2)=[CH:19][CH:18]=1. (5) Given the reactants [I:1][C:2]1[C:10]2[C:5](=[CH:6][CH:7]=[CH:8][CH:9]=2)[N:4]([C:11]2[CH:17]=[CH:16][C:14]([NH2:15])=[CH:13][CH:12]=2)[N:3]=1.O=C(Cl)[O:20][C:21](Cl)(Cl)Cl.C(N(CC)CC)C.[N:33]1[CH:38]=[CH:37][CH:36]=[C:35]([CH2:39][NH2:40])[CH:34]=1, predict the reaction product. The product is: [I:1][C:2]1[C:10]2[C:5](=[CH:6][CH:7]=[CH:8][CH:9]=2)[N:4]([C:11]2[CH:17]=[CH:16][C:14]([NH:15][C:21]([NH:40][CH2:39][C:35]3[CH:34]=[N:33][CH:38]=[CH:37][CH:36]=3)=[O:20])=[CH:13][CH:12]=2)[N:3]=1. (6) Given the reactants [N+:1]([C:4]1[C:14]([N+]([O-])=O)=[CH:13][C:12]2[CH:11]3[CH2:18][CH2:19][CH:7]([CH2:8][N:9]([C:20](=[O:25])[C:21]([F:24])([F:23])[F:22])[CH2:10]3)[C:6]=2[CH:5]=1)([O-:3])=[O:2].C([O-])(=[O:28])C.[K+], predict the reaction product. The product is: [F:22][C:21]([F:24])([F:23])[C:20]([N:9]1[CH2:10][CH:11]2[CH2:18][CH2:19][CH:7]([C:6]3[CH:5]=[C:4]([N+:1]([O-:3])=[O:2])[C:14]([OH:28])=[CH:13][C:12]=32)[CH2:8]1)=[O:25].